This data is from Forward reaction prediction with 1.9M reactions from USPTO patents (1976-2016). The task is: Predict the product of the given reaction. (1) Given the reactants [C:1]1([C:7]2[O:11][N:10]=[C:9]([C:12]3[O:16][N:15]=[C:14]4[C:17]5[C:22]([CH2:23][CH2:24][C:13]=34)=[CH:21][C:20]([CH:25]=[O:26])=[CH:19][CH:18]=5)[C:8]=2[C:27]([F:30])([F:29])[F:28])[CH:6]=[CH:5][CH:4]=[CH:3][CH:2]=1.[CH3:31][Mg]Br, predict the reaction product. The product is: [C:1]1([C:7]2[O:11][N:10]=[C:9]([C:12]3[O:16][N:15]=[C:14]4[C:17]5[C:22]([CH2:23][CH2:24][C:13]=34)=[CH:21][C:20]([CH:25]([OH:26])[CH3:31])=[CH:19][CH:18]=5)[C:8]=2[C:27]([F:28])([F:29])[F:30])[CH:2]=[CH:3][CH:4]=[CH:5][CH:6]=1. (2) The product is: [Cl:28][S:13]([C:12]1[CH:11]=[CH:10][S:9][C:8]=1[CH2:7][CH2:6][C:5]1[CH:21]=[CH:22][C:23]2[O:24][CH2:1][O:2][C:3]=2[CH:4]=1)(=[O:15])=[O:14]. Given the reactants [CH2:1]1[O:24][C:23]2[CH:22]=[CH:21][C:5]([CH2:6][CH2:7][C:8]3[S:9][CH:10]=[CH:11][C:12]=3[S:13](N3C=CC=C3)(=[O:15])=[O:14])=[CH:4][C:3]=2[O:2]1.S(Cl)([Cl:28])(=O)=O, predict the reaction product. (3) Given the reactants Br.Br[C:3]1[C:7]([C:8]2[CH:13]=[CH:12][CH:11]=[CH:10][N:9]=2)=[N:6][NH:5][C:4]=1[NH2:14].[O:15]1[CH:19]=[CH:18][CH:17]=[C:16]1[C:20]([N:22]=[C:23]=[S:24])=[O:21].N1C=CC=CC=1.CS(C)=O, predict the reaction product. The product is: [N:9]1[CH:10]=[CH:11][CH:12]=[CH:13][C:8]=1[C:7]1[C:3]2[S:24][C:23]([NH:22][C:20]([C:16]3[O:15][CH:19]=[CH:18][CH:17]=3)=[O:21])=[N:14][C:4]=2[NH:5][N:6]=1. (4) Given the reactants [Br:1][C:2]1[CH:7]=[CH:6][C:5]([NH:8][C:9](=[O:14])[CH2:10][CH2:11][CH2:12]Cl)=[C:4]([C:15]#[N:16])[CH:3]=1.[H-].[Na+], predict the reaction product. The product is: [Br:1][C:2]1[CH:7]=[CH:6][C:5]([N:8]2[CH2:12][CH2:11][CH2:10][C:9]2=[O:14])=[C:4]([CH:3]=1)[C:15]#[N:16]. (5) Given the reactants [CH:1]([N:4]1[CH2:9][CH2:8][CH:7]([N:10]2[CH2:15][CH2:14][CH2:13][C@H:12]([NH:16][S:17]([CH:20]=[CH:21][C:22]3[S:23][C:24](Cl)=[CH:25][CH:26]=3)(=[O:19])=[O:18])[C:11]2=[O:28])[CH2:6][CH2:5]1)([CH3:3])[CH3:2], predict the reaction product. The product is: [CH:1]([N:4]1[CH2:9][CH2:8][CH:7]([N:10]2[CH2:15][CH2:14][CH2:13][C@H:12]([NH:16][S:17]([CH2:20][CH2:21][C:22]3[S:23][CH:24]=[CH:25][CH:26]=3)(=[O:19])=[O:18])[C:11]2=[O:28])[CH2:6][CH2:5]1)([CH3:3])[CH3:2]. (6) Given the reactants [CH3:1][N:2]([CH3:28])[C:3]1[CH:27]=[CH:26][CH:25]=[CH:24][C:4]=1[CH2:5][N:6]1[CH2:10][CH2:9][C@@H:8]([NH:11][C:12]2[N:13]=[CH:14][C:15](/[CH:18]=[CH:19]/[C:20]([O:22]C)=[O:21])=[N:16][CH:17]=2)[CH2:7]1.[OH-].[Na+].Cl, predict the reaction product. The product is: [CH3:28][N:2]([CH3:1])[C:3]1[CH:27]=[CH:26][CH:25]=[CH:24][C:4]=1[CH2:5][N:6]1[CH2:10][CH2:9][C@@H:8]([NH:11][C:12]2[N:13]=[CH:14][C:15](/[CH:18]=[CH:19]/[C:20]([OH:22])=[O:21])=[N:16][CH:17]=2)[CH2:7]1.